From a dataset of Experimentally validated miRNA-target interactions with 360,000+ pairs, plus equal number of negative samples. Binary Classification. Given a miRNA mature sequence and a target amino acid sequence, predict their likelihood of interaction. (1) The miRNA is hsa-miR-4479 with sequence CGCGCGGCCGUGCUCGGAGCAG. The protein sequence of the target gene is MEGKWLLCLLLVLGTAAIQAHDGHDDDMIDIEDDLDDVIEEVEDSKSKSDTSTPPSPKVTYKAPVPTGEVYFADSFDRGSLSGWILSKAKKDDTDDEIAKYDGKWEVDEMKETKLPGDKGLVLMSRAKHHAISAKLNKPFLFDTKPLIVQYEVNFQNGIECGGAYVKLLSKTSELNLDQFHDKTPYTIMFGPDKCGEDYKLHFIFRHKNPKTGVYEEKHAKRPDADLKTYFTDKKTHLYTLILNPDNSFEILVDQSVVNSGNLLNDMTPPVNPSREIEDPEDRKPEDWDERPKIADPDAV.... Result: 0 (no interaction). (2) The miRNA is hsa-let-7b-5p with sequence UGAGGUAGUAGGUUGUGUGGUU. The protein sequence of the target gene is MAAVDSDVESLPRGGFRCCLCHVTTANRPSLDAHLGGRKHRHLVELRAARKAQGLRSVFVSGFPRDVDSAQLSEYFLAFGPVASVVMDKDKGVFAIVEMGDVGAREAVLSQSQHSLGGHRLRVRPREQKEFQSPASKSPKGAAPDSHQLAKALAEAADVGAQMIKLVGLRELSEAERQLRSLVVALMQEVFTEFFPGCVVHPFGSSINSFDVHGCDLDLFLDLGDLEEPQPVPKAPESPSLDSALASPLDPQALACTPASPPDSQPPASPQDSEALDFETPSSSLAPQTPDSALASETLA.... Result: 1 (interaction). (3) The miRNA is hsa-miR-3139 with sequence UAGGAGCUCAACAGAUGCCUGUU. The protein sequence of the target gene is MKKHSARVAPLSACNSPVLTLTKVEGEERPRDSPGPAEAQAPAGVEAGGRASRRCWTCSRAQLKKIFWGVAVVLCVCSSWAGSTQLAKLTFRKFDAPFTLTWFATNWNFLFFPLYYVGHVCKSTEKQSVKQRYRECCRFFGDNGLTLKVFFTKAAPFGVLWTLTNYLYLHAIKKINTTDVSVLFCCNKAFVFLLSWIVLRDRFMGVRIVAAILAIAGIVMMTYADGFHSHSVIGIALVVASASMSALYKVLFKLLLGSAKFGEAALFLSILGVFNILFITCIPIILYFTKVEYWSSFDDI.... Result: 0 (no interaction). (4) The miRNA is hsa-miR-4475 with sequence CAAGGGACCAAGCAUUCAUUAU. The protein sequence of the target gene is MLAPRGAAVLLLHLVLQRWLAAGAQATPQVFDLLPSSSQRLNPGALLPVLTDPALNDLYVISTFKLQTKSSATIFGLYSSTDNSKYFEFTVMGRLNKAILRYLKNDGKVHLVVFNNLQLADGRRHRILLRLSNLQRGAGSLELYLDCIQVDSVHNLPRAFAGPSQKPETIELRTFQRKPQDFLEELKLVVRGSLFQVASLQDCFLQQSEPLAATGTGDFNRQFLGQMTQLNQLLGEVKDLLRQQVKETSFLRNTIAECQACGPLKFQSPTPSTVVPPAPPAPPTRPPRRCDSNPCFRGVQ.... Result: 0 (no interaction). (5) The miRNA is hsa-miR-574-3p with sequence CACGCUCAUGCACACACCCACA. The protein sequence of the target gene is MAEEEAPKKSRAAGGGASWELCAGALSARLAEEGSGDAGGRRRPPVDPRRLARQLLLLLWLLEAPLLLGVRAQAAGQGPGQGPGPGQQPPPPPQQQQSGQQYNGERGISVPDHGYCQPISIPLCTDIAYNQTIMPNLLGHTNQEDAGLEVHQFYPLVKVQCSAELKFFLCSMYAPVCTVLEQALPPCRSLCERARQGCEALMNKFGFQWPDTLKCEKFPVHGAGELCVGQNTSDKGTPTPSLLPEFWTSNPQHGGGGHRGGFPGGAGASERGKFSCPRALKVPSYLNYHFLGEKDCGAPC.... Result: 0 (no interaction). (6) The miRNA is hsa-miR-561-3p with sequence CAAAGUUUAAGAUCCUUGAAGU. The protein sequence of the target gene is MELIQDTSRPPLEYVKGVPLIKYFAEALGPLQSFQARPDDLLINTYPKSGTTWVSQILDMIYQGGDLEKCNRAPIYVRVPFLEVNDPGEPSGLETLKDTPPPRLIKSHLPLALLPQTLLDQKVKVVYVARNPKDVAVSYYHFHRMEKAHPEPGTWDSFLEKFMAGEVSYGSWYQHVQEWWELSRTHPVLYLFYEDMKENPKREIQKILEFVGRSLPEETMDFMVQHTSFKEMKKNPMTNYTTVPQELMDHSISPFMRKGMAGDWKTTFTVAQNERFDADYAEKMAGCSLSFRSEL. Result: 0 (no interaction).